This data is from NCI-60 drug combinations with 297,098 pairs across 59 cell lines. The task is: Regression. Given two drug SMILES strings and cell line genomic features, predict the synergy score measuring deviation from expected non-interaction effect. Drug 1: CN1C(=O)N2C=NC(=C2N=N1)C(=O)N. Drug 2: CS(=O)(=O)CCNCC1=CC=C(O1)C2=CC3=C(C=C2)N=CN=C3NC4=CC(=C(C=C4)OCC5=CC(=CC=C5)F)Cl. Cell line: MOLT-4. Synergy scores: CSS=2.57, Synergy_ZIP=4.45, Synergy_Bliss=-1.06, Synergy_Loewe=-5.92, Synergy_HSA=-1.97.